From a dataset of Reaction yield outcomes from USPTO patents with 853,638 reactions. Predict the reaction yield, written as a fraction of the theoretical maximum amount of product (1.0 means a 100% yield; for example, 0.34 means a 34% yield). (1) The reactants are [C:1]([O:5][C:6]([N:8]1[CH2:12][CH:11]([C:13]#[N:14])[CH2:10][CH:9]1[C:15](=O)[NH:16][CH2:17][C:18]([C:20]1[CH:25]=[CH:24][C:23]([Br:26])=[CH:22][CH:21]=1)=O)=[O:7])([CH3:4])([CH3:3])[CH3:2].C(O)(=O)C.[NH3:32]. The catalyst is C1(C)C(C)=CC=CC=1. The product is [C:1]([O:5][C:6]([N:8]1[CH2:12][CH:11]([C:13]#[N:14])[CH2:10][CH:9]1[C:15]1[NH:32][C:18]([C:20]2[CH:25]=[CH:24][C:23]([Br:26])=[CH:22][CH:21]=2)=[CH:17][N:16]=1)=[O:7])([CH3:4])([CH3:3])[CH3:2]. The yield is 0.350. (2) The reactants are C([O:3][C:4](=[O:29])/[CH:5]=[CH:6]/[C:7]1[CH:8]=[N:9][N:10]2[CH:15]=[CH:14][C:13]([N:16]3[CH2:20][CH2:19][CH2:18][CH:17]3[C:21]3[CH:26]=[C:25]([F:27])[CH:24]=[CH:23][C:22]=3[F:28])=[N:12][C:11]=12)C.[Li+].[OH-]. The catalyst is CCO.O. The product is [F:28][C:22]1[CH:23]=[CH:24][C:25]([F:27])=[CH:26][C:21]=1[CH:17]1[CH2:18][CH2:19][CH2:20][N:16]1[C:13]1[CH:14]=[CH:15][N:10]2[N:9]=[CH:8][C:7](/[CH:6]=[CH:5]/[C:4]([OH:29])=[O:3])=[C:11]2[N:12]=1. The yield is 0.930. (3) The reactants are [CH3:1][C:2]([CH3:21])([CH3:20])[CH2:3][O:4][C:5]([C:7]1[CH:12]=[CH:11][C:10]([C:13]([F:16])([F:15])[F:14])=[CH:9][C:8]=1B(O)O)=[O:6].[CH2:22]([C@@H:29]1[C@@H:38]([OH:39])[C:37]2[C:32](=[CH:33][C:34](Br)=[CH:35][CH:36]=2)[O:31][CH2:30]1)[C:23]1[CH:28]=[CH:27][CH:26]=[CH:25][CH:24]=1.C(=O)([O-])[O-].[Na+].[Na+]. The catalyst is C1(C)C=CC=CC=1.O. The product is [CH3:1][C:2]([CH3:21])([CH3:20])[CH2:3][O:4][C:5](=[O:6])[C:7]1[CH:12]=[CH:11][C:10]([C:13]([F:16])([F:15])[F:14])=[CH:9][C:8]=1[C:34]1[CH:33]=[C:32]2[C:37]([C@H:38]([OH:39])[C@@H:29]([CH2:22][C:23]3[CH:28]=[CH:27][CH:26]=[CH:25][CH:24]=3)[CH2:30][O:31]2)=[CH:36][CH:35]=1. The yield is 0.840. (4) The reactants are O[Li].O.[CH3:4][C@H:5]1[C:13]2[C:12]([N:14]3[CH2:19][CH2:18][N:17]([C:20]([O:22][C:23]([CH3:26])([CH3:25])[CH3:24])=[O:21])[CH2:16][CH2:15]3)=[N:11][CH:10]=[N:9][C:8]=2[C@H:7]([O:27]C(=O)C2C=CC([N+]([O-])=O)=CC=2)[CH2:6]1.C1COCC1. The catalyst is O. The product is [OH:27][C@H:7]1[C:8]2[N:9]=[CH:10][N:11]=[C:12]([N:14]3[CH2:19][CH2:18][N:17]([C:20]([O:22][C:23]([CH3:26])([CH3:25])[CH3:24])=[O:21])[CH2:16][CH2:15]3)[C:13]=2[C@H:5]([CH3:4])[CH2:6]1. The yield is 1.00. (5) The reactants are [F:1][C:2]([F:13])([F:12])[O:3][C:4]1[CH:11]=[CH:10][C:7]([CH:8]=[O:9])=[CH:6][CH:5]=1.C(Cl)Cl.OS(O)(=O)=O.[Br:22]N1C(=O)CCC1=O. The catalyst is C(O)(C(F)(F)F)=O. The product is [Br:22][C:5]1[CH:6]=[C:7]([CH:10]=[CH:11][C:4]=1[O:3][C:2]([F:12])([F:13])[F:1])[CH:8]=[O:9]. The yield is 0.620. (6) The reactants are [CH3:1][N:2]1[CH2:6][CH2:5][CH2:4][CH:3]1[CH2:7][O:8][C:9]1[CH:10]=[C:11]2[C:16](=[CH:17][CH:18]=1)[CH:15]=[C:14]([C:19]1[C:27]3[C:22](=[CH:23][CH:24]=[C:25]([C:28]#[N:29])[CH:26]=3)[N:21](C3CCCCO3)[N:20]=1)[CH:13]=[CH:12]2.[OH-].[K+].Cl.CN(C)CCCN=C=NCC.O.[OH:51]N1C2C=CC=CC=2N=N1.C(N(CC)CC)C.[CH3:68][C:69]([CH3:74])([CH3:73])[CH2:70][CH2:71]N. The catalyst is C(O)C.O. The product is [CH3:68][C:69]([CH3:74])([CH3:73])[CH2:70][CH2:71][NH:29][C:28]([C:25]1[CH:26]=[C:27]2[C:22](=[CH:23][CH:24]=1)[NH:21][N:20]=[C:19]2[C:14]1[CH:13]=[CH:12][C:11]2[C:16](=[CH:17][CH:18]=[C:9]([O:8][CH2:7][CH:3]3[CH2:4][CH2:5][CH2:6][N:2]3[CH3:1])[CH:10]=2)[CH:15]=1)=[O:51]. The yield is 0.330. (7) The reactants are [F:1][C:2]1[CH:7]=[CH:6][C:5]([C:8]#[C:9][C@:10]2([OH:17])[CH2:14][CH2:13][N:12]([CH3:15])[C:11]2=[O:16])=[CH:4][C:3]=1[N:18]1[C:22]2[CH2:23][CH2:24][CH2:25][C:21]=2[C:20]([C:26]([O:28]CC)=O)=[N:19]1.[NH3:31]. No catalyst specified. The product is [F:1][C:2]1[CH:7]=[CH:6][C:5]([C:8]#[C:9][C@:10]2([OH:17])[CH2:14][CH2:13][N:12]([CH3:15])[C:11]2=[O:16])=[CH:4][C:3]=1[N:18]1[C:22]2[CH2:23][CH2:24][CH2:25][C:21]=2[C:20]([C:26]([NH2:31])=[O:28])=[N:19]1. The yield is 0.200. (8) The reactants are [NH2:1][C:2]1[CH:3]=[CH:4][C:5]([C:9]2[O:13][N:12]=[C:11]([C:14]3[C:19]([CH3:20])=[CH:18][CH:17]=[CH:16][N:15]=3)[N:10]=2)=[C:6]([OH:8])[CH:7]=1.[CH:21](=O)[C:22]1[CH:27]=[CH:26][CH:25]=[CH:24][CH:23]=1.C(O)(=O)C.[BH4-].[Na+]. The catalyst is CO. The product is [CH2:21]([NH:1][C:2]1[CH:3]=[CH:4][C:5]([C:9]2[O:13][N:12]=[C:11]([C:14]3[C:19]([CH3:20])=[CH:18][CH:17]=[CH:16][N:15]=3)[N:10]=2)=[C:6]([OH:8])[CH:7]=1)[C:22]1[CH:27]=[CH:26][CH:25]=[CH:24][CH:23]=1. The yield is 0.250.